From a dataset of NCI-60 drug combinations with 297,098 pairs across 59 cell lines. Regression. Given two drug SMILES strings and cell line genomic features, predict the synergy score measuring deviation from expected non-interaction effect. Drug 1: C1C(C(OC1N2C=NC3=C(N=C(N=C32)Cl)N)CO)O. Drug 2: C1CNP(=O)(OC1)N(CCCl)CCCl. Cell line: EKVX. Synergy scores: CSS=0.271, Synergy_ZIP=-2.53, Synergy_Bliss=-3.45, Synergy_Loewe=-10.3, Synergy_HSA=-4.75.